This data is from Catalyst prediction with 721,799 reactions and 888 catalyst types from USPTO. The task is: Predict which catalyst facilitates the given reaction. (1) Reactant: O=[C:2]1[NH:11][C:10]2[C:9]3[CH2:12][CH2:13][CH2:14][CH2:15][C:8]=3[CH:7]=[CH:6][C:5]=2[N:4]([C:16]2[CH:17]=[C:18]([NH:22][S:23]([C:26]3[CH:31]=[CH:30][CH:29]=[CH:28][C:27]=3[N+:32]([O-:34])=[O:33])(=[O:25])=[O:24])[CH:19]=[CH:20][CH:21]=2)C1=O.[CH3:36]I.[C:38](=[O:41])([O-])[O-].[K+].[K+].[C:44](=[O:47])([O-])O.[Na+]. Product: [CH3:36][N:22]([C:18]1[CH:19]=[CH:20][CH:21]=[C:16]([N:4]2[C:5]3[CH:6]=[CH:7][C:8]4[CH2:15][CH2:14][CH2:13][CH2:12][C:9]=4[C:10]=3[N:11]([CH3:2])[C:44](=[O:47])[C:38]2=[O:41])[CH:17]=1)[S:23]([C:26]1[CH:31]=[CH:30][CH:29]=[CH:28][C:27]=1[N+:32]([O-:34])=[O:33])(=[O:24])=[O:25]. The catalyst class is: 794. (2) Reactant: [OH:1][CH:2]1[CH2:5][N:4]([C:6]([O:8][C:9]([CH3:12])([CH3:11])[CH3:10])=[O:7])[CH2:3]1.[H-].[Na+].Cl[C:16]1[C:21]([C:22]2[CH:27]=[CH:26][N:25]=[CH:24][C:23]=2[N:28](C)[C:29](=O)C2C=C(C(F)(F)F)C=C(S(C)(=O)=O)C=2)=[CH:20][CH:19]=[CH:18][N:17]=1.[NH4+].[Cl-]. Product: [CH3:29][NH:28][C:23]1[CH:24]=[N:25][CH:26]=[CH:27][C:22]=1[C:21]1[C:16]([O:1][CH:2]2[CH2:3][N:4]([C:6]([O:8][C:9]([CH3:12])([CH3:11])[CH3:10])=[O:7])[CH2:5]2)=[N:17][CH:18]=[CH:19][CH:20]=1. The catalyst class is: 31. (3) Reactant: [H-].[Na+].[C:3]([C:6]1[NH:7][CH:8]=[CH:9][CH:10]=1)(=[O:5])[CH3:4].[F:11][C:12]1[CH:19]=[CH:18][C:15]([CH2:16]Br)=[CH:14][CH:13]=1. Product: [C:3]([C:6]1[N:7]([CH2:16][C:15]2[CH:18]=[CH:19][C:12]([F:11])=[CH:13][CH:14]=2)[CH:8]=[CH:9][CH:10]=1)(=[O:5])[CH3:4]. The catalyst class is: 3. (4) Reactant: [Cl:1][C:2]1[CH:3]=[C:4]([O:25][CH2:26][C:27]([O:29]CC)=[O:28])[CH:5]=[CH:6][C:7]=1[C:8]1[N:12]=[C:11]([C:13]2[CH:18]=[CH:17][C:16]([O:19][CH:20]([CH3:22])[CH3:21])=[C:15]([C:23]#[N:24])[CH:14]=2)[O:10][N:9]=1.[OH-].[Na+]. Product: [Cl:1][C:2]1[CH:3]=[C:4]([O:25][CH2:26][C:27]([OH:29])=[O:28])[CH:5]=[CH:6][C:7]=1[C:8]1[N:12]=[C:11]([C:13]2[CH:18]=[CH:17][C:16]([O:19][CH:20]([CH3:22])[CH3:21])=[C:15]([C:23]#[N:24])[CH:14]=2)[O:10][N:9]=1. The catalyst class is: 252. (5) Reactant: Br[C:2]1[C:3]([C:31]#[N:32])=[CH:4][CH:5]=[C:6]2[C:14]=1[NH:13][C:12]1[C:11]([CH3:16])([CH3:15])[C:10]3[CH:17]=[C:18]([O:21][CH2:22][C@H:23]4[CH2:27][O:26][C:25]([CH3:29])([CH3:28])[O:24]4)[CH:19]=[CH:20][C:9]=3[C:8](=[O:30])[C:7]2=1.[Cl-].[Li+].[CH3:35][Sn](C)(C)C.C1(P(C2CCCCC2)C2CCCCC2)CCCCC1.Cl. Product: [CH3:29][C:25]1([CH3:28])[O:24][C@@H:23]([CH2:22][O:21][C:18]2[CH:19]=[CH:20][C:9]3[C:8](=[O:30])[C:7]4[C:6]5[C:14](=[C:2]([CH3:35])[C:3]([C:31]#[N:32])=[CH:4][CH:5]=5)[NH:13][C:12]=4[C:11]([CH3:16])([CH3:15])[C:10]=3[CH:17]=2)[CH2:27][O:26]1. The catalyst class is: 3. (6) Reactant: [CH2:1]([O:3][C:4]1[CH:16]=[C:15]([CH:17]([OH:24])[C:18]2[CH:23]=[CH:22][CH:21]=[CH:20][N:19]=2)[CH:14]=[CH:13][C:5]=1[O:6][CH2:7][C:8](OCC)=[O:9])[CH3:2].[H-].[Al+3].[Li+].[H-].[H-].[H-].O.O.O.O.O.O.O.O.O.O.S([O-])([O-])(=O)=O.[Na+].[Na+]. Product: [CH2:1]([O:3][C:4]1[CH:16]=[C:15]([CH:17]([OH:24])[C:18]2[CH:23]=[CH:22][CH:21]=[CH:20][N:19]=2)[CH:14]=[CH:13][C:5]=1[O:6][CH2:7][CH2:8][OH:9])[CH3:2]. The catalyst class is: 7. (7) Reactant: [CH3:1][O:2][C:3]1[CH:4]=[C:5]([P:12](=[O:15])([CH3:14])[CH3:13])[CH:6]=[CH:7][C:8]=1[N+:9]([O-])=O. Product: [CH3:14][P:12]([C:5]1[CH:6]=[CH:7][C:8]([NH2:9])=[C:3]([O:2][CH3:1])[CH:4]=1)([CH3:13])=[O:15]. The catalyst class is: 50.